Dataset: Forward reaction prediction with 1.9M reactions from USPTO patents (1976-2016). Task: Predict the product of the given reaction. Given the reactants [Si]([O:8][CH2:9][C:10]1[CH:11]=[C:12]([CH:16]=[O:17])[S:13][C:14]=1[CH3:15])(C(C)(C)C)(C)C, predict the reaction product. The product is: [OH:8][CH2:9][C:10]1[CH:11]=[C:12]([CH:16]=[O:17])[S:13][C:14]=1[CH3:15].